This data is from Forward reaction prediction with 1.9M reactions from USPTO patents (1976-2016). The task is: Predict the product of the given reaction. (1) Given the reactants [OH-].[Na+].C([O:5][C:6](=[O:27])[CH2:7][N:8]1[C:12](=[O:13])[C:11]2([CH2:18][CH2:17][CH2:16][CH2:15][CH2:14]2)[N:10]([C:19]2[CH:24]=[CH:23][C:22]([CH3:25])=[CH:21][CH:20]=2)[C:9]1=[O:26])C, predict the reaction product. The product is: [O:26]=[C:9]1[N:8]([CH2:7][C:6]([OH:27])=[O:5])[C:12](=[O:13])[C:11]2([CH2:14][CH2:15][CH2:16][CH2:17][CH2:18]2)[N:10]1[C:19]1[CH:20]=[CH:21][C:22]([CH3:25])=[CH:23][CH:24]=1. (2) Given the reactants C1(=O)[NH:5][C:4](=O)[C:3]2=CC=[CH:9][CH:10]=[C:2]12.[CH2:23]([Sn]([CH2:23][CH2:24][CH2:25][CH3:26])([CH2:23][CH2:24][CH2:25][CH3:26])C=C)[CH2:24][CH2:25][CH3:26].O1CCO[CH2:29][CH2:28]1, predict the reaction product. The product is: [CH:28]([C:23]1[CH:24]=[CH:25][C:26]2[C:4](=[CH:3][CH:2]=[CH:10][CH:9]=2)[N:5]=1)=[CH2:29]. (3) Given the reactants [NH2:1][C:2]1[C:10]2[C:5](=[CH:6][CH:7]=[C:8]([C:11]3[N:12]=[N:13][N:14]([CH2:16][C:17]4[CH:22]=[CH:21][CH:20]=[CH:19][CH:18]=4)[CH:15]=3)[CH:9]=2)[N:4](C(OC(C)(C)C)=O)[N:3]=1.C(N(C(C)C)CC)(C)C.[C:39](Cl)(=[O:41])[CH3:40].Cl, predict the reaction product. The product is: [CH2:16]([N:14]1[CH:15]=[C:11]([C:8]2[CH:9]=[C:10]3[C:5](=[CH:6][CH:7]=2)[NH:4][N:3]=[C:2]3[NH:1][C:39](=[O:41])[CH3:40])[N:12]=[N:13]1)[C:17]1[CH:22]=[CH:21][CH:20]=[CH:19][CH:18]=1.